Dataset: Forward reaction prediction with 1.9M reactions from USPTO patents (1976-2016). Task: Predict the product of the given reaction. The product is: [N:18]1([NH:24][C:15]([C:7]2[CH:6]=[CH:5][C:4]([CH:1]3[CH2:2][CH2:3]3)=[C:9]([O:10][CH2:11][CH:12]3[CH2:13][CH2:14]3)[N:8]=2)=[O:17])[CH2:23][CH2:22][CH2:21][CH2:20][CH2:19]1. Given the reactants [CH:1]1([C:4]2[CH:5]=[CH:6][C:7]([C:15]([OH:17])=O)=[N:8][C:9]=2[O:10][CH2:11][CH:12]2[CH2:14][CH2:13]2)[CH2:3][CH2:2]1.[N:18]1([NH2:24])[CH2:23][CH2:22][CH2:21][CH2:20][CH2:19]1, predict the reaction product.